Dataset: Catalyst prediction with 721,799 reactions and 888 catalyst types from USPTO. Task: Predict which catalyst facilitates the given reaction. (1) Reactant: [CH2:1]([N:3]([CH:30]1[CH2:35][CH2:34][O:33][CH2:32][CH2:31]1)[C:4]1[C:19]2[CH2:18][CH:17]=[CH:16][CH:15]([CH2:20][OH:21])[CH2:14][C:13]3[CH:22]=[C:23]([CH3:28])[N:24]=[C:25]([O:26]C)[C:12]=3[CH2:11][NH:10][C:9](=[O:29])[C:8]=2[CH:7]=[CH:6][CH:5]=1)[CH3:2].FC(F)(F)C([O-])=O.Cl. Product: [CH2:1]([N:3]([CH:30]1[CH2:31][CH2:32][O:33][CH2:34][CH2:35]1)[C:4]1[C:19]2[CH2:18][CH:17]=[CH:16][CH:15]([CH2:20][OH:21])[CH2:14][C:13]3[CH:22]=[C:23]([CH3:28])[NH:24][C:25](=[O:26])[C:12]=3[CH2:11][NH:10][C:9](=[O:29])[C:8]=2[CH:7]=[CH:6][CH:5]=1)[CH3:2]. The catalyst class is: 169. (2) Reactant: [CH3:1][N:2]1[C:6]2[CH:7]=[CH:8][CH:9]=[CH:10][C:5]=2[NH:4][C:3]1=[S:11].[CH3:12]CN(C(C)C)C(C)C.Cl[CH2:22][C:23]1[N:24](C)[CH:25]=[C:26]([C:28]2[CH:33]=[CH:32][CH:31]=[CH:30][CH:29]=2)[N:27]=1. Product: [CH3:1][N:2]1[C:6]2[CH:7]=[CH:8][CH:9]=[CH:10][C:5]=2[N:4]=[C:3]1[SH:11]([CH2:22][C:23]1[NH:24][CH:25]=[C:26]([C:28]2[CH:33]=[CH:32][CH:31]=[CH:30][CH:29]=2)[N:27]=1)[CH3:12]. The catalyst class is: 3. (3) Reactant: [CH3:1][C:2]1[C:6]([CH2:7][N:8]2[CH2:11][CH:10]([OH:12])[CH2:9]2)=[CH:5][N:4]([C:13]2[CH:18]=[CH:17][N:16]=[C:15]([NH:19][C:20]3[CH:21]=[C:22]4[C:26](=[CH:27][CH:28]=3)[N:25]([CH3:29])[N:24]=[CH:23]4)[N:14]=2)[N:3]=1.[C:30](O[C:30](=[O:35])[C:31]([CH3:34])([CH3:33])[CH3:32])(=[O:35])[C:31]([CH3:34])([CH3:33])[CH3:32]. Product: [C:30]([O:12][CH:10]1[CH2:9][N:8]([CH2:7][C:6]2[C:2]([CH3:1])=[N:3][N:4]([C:13]3[CH:18]=[CH:17][N:16]=[C:15]([NH:19][C:20]4[CH:21]=[C:22]5[C:26](=[CH:27][CH:28]=4)[N:25]([CH3:29])[N:24]=[CH:23]5)[N:14]=3)[CH:5]=2)[CH2:11]1)(=[O:35])[C:31]([CH3:34])([CH3:33])[CH3:32]. The catalyst class is: 3. (4) Reactant: C[Si](C)([O:7][C:8]1[CH:9]=[C:10]([N:14]2[C:18]3[CH:19]=[CH:20][CH:21]=[CH:22][C:17]=3[C:16](=[N:23][C:24]3[CH:29]=[CH:28][CH:27]=[C:26]([C:30]([F:33])([F:32])[F:31])[CH:25]=3)[C:15]2=[O:34])[CH:11]=[CH:12][CH:13]=1)C(C)(C)C.CCCC[N+](CCCC)(CCCC)CCCC.[F-]. Product: [OH:7][C:8]1[CH:9]=[C:10]([N:14]2[C:18]3[CH:19]=[CH:20][CH:21]=[CH:22][C:17]=3[C:16](=[N:23][C:24]3[CH:29]=[CH:28][CH:27]=[C:26]([C:30]([F:33])([F:31])[F:32])[CH:25]=3)[C:15]2=[O:34])[CH:11]=[CH:12][CH:13]=1. The catalyst class is: 1. (5) Reactant: [BH4-].[Li+].CO.C[O:6][C:7]([C@@H:9]1[CH:13]=[CH:12][CH2:11][N:10]1[C:14]([O:16][C:17]([CH3:20])([CH3:19])[CH3:18])=[O:15])=O.O. Product: [C:17]([O:16][C:14]([N:10]1[CH2:11][CH:12]=[CH:13][C@H:9]1[CH2:7][OH:6])=[O:15])([CH3:20])([CH3:19])[CH3:18]. The catalyst class is: 1.